From a dataset of Forward reaction prediction with 1.9M reactions from USPTO patents (1976-2016). Predict the product of the given reaction. Given the reactants [C:1]1([C:17]2[CH:22]=[CH:21][CH:20]=[CH:19][CH:18]=2)[CH:6]=[CH:5][CH:4]=[CH:3][C:2]=1[C:7]([N:9]1[CH2:16][CH:15]2[CH:11]([CH2:12][NH:13][CH2:14]2)[CH2:10]1)=[O:8].Cl[C:24]1[N:29]=[C:28]([CH3:30])[CH:27]=[C:26]([CH3:31])[N:25]=1, predict the reaction product. The product is: [C:1]1([C:17]2[CH:22]=[CH:21][CH:20]=[CH:19][CH:18]=2)[CH:6]=[CH:5][CH:4]=[CH:3][C:2]=1[C:7]([N:9]1[CH2:10][CH:11]2[CH:15]([CH2:14][N:13]([C:24]3[N:29]=[C:28]([CH3:30])[CH:27]=[C:26]([CH3:31])[N:25]=3)[CH2:12]2)[CH2:16]1)=[O:8].